This data is from NCI-60 drug combinations with 297,098 pairs across 59 cell lines. The task is: Regression. Given two drug SMILES strings and cell line genomic features, predict the synergy score measuring deviation from expected non-interaction effect. (1) Drug 1: C1=CC(=CC=C1CCCC(=O)O)N(CCCl)CCCl. Drug 2: C1CN(P(=O)(OC1)NCCCl)CCCl. Cell line: SN12C. Synergy scores: CSS=6.89, Synergy_ZIP=-9.99, Synergy_Bliss=-7.58, Synergy_Loewe=-24.4, Synergy_HSA=-8.15. (2) Drug 1: CC1=C2C(C(=O)C3(C(CC4C(C3C(C(C2(C)C)(CC1OC(=O)C(C(C5=CC=CC=C5)NC(=O)OC(C)(C)C)O)O)OC(=O)C6=CC=CC=C6)(CO4)OC(=O)C)OC)C)OC. Drug 2: CC(CN1CC(=O)NC(=O)C1)N2CC(=O)NC(=O)C2. Cell line: CCRF-CEM. Synergy scores: CSS=87.3, Synergy_ZIP=12.2, Synergy_Bliss=11.0, Synergy_Loewe=9.38, Synergy_HSA=13.1.